This data is from Full USPTO retrosynthesis dataset with 1.9M reactions from patents (1976-2016). The task is: Predict the reactants needed to synthesize the given product. (1) Given the product [CH3:79][C:70]1([CH3:69])[C:74]2[CH:84]=[C:85]([NH2:87])[CH:13]=[CH:68][C:73]=2[C:72]([C:4]2[CH:5]=[CH:6][C:7]([NH2:9])=[CH:8][CH:3]=2)([CH3:77])[CH2:71]1.[CH:51]1[C:52]([C:79]([C:70]2[CH:69]=[CH:68][C:73]3[C:74]([O:76][C:77](=[O:78])[C:72]=3[CH:71]=2)=[O:75])=[O:81])=[CH:53][C:54]2[C:55]([O:48][C:47](=[O:46])[C:49]=2[CH:50]=1)=[O:2], predict the reactants needed to synthesize it. The reactants are: C[O:2][C:3]1[CH:8]=[C:7]([NH2:9])[C:6](N)=[CH:5][C:4]=1OC.[CH3:13][CH2:13]CCC/C=C/C/C=C/C/C=[CH:55]/[CH2:54]/[CH:53]=[CH:52]/[CH2:51][CH2:50][CH2:49][C:47]([O:46]C[C@@H]([O:46][C:47]([CH2:49][CH2:50][CH2:51]/[CH:52]=[CH:53]/[CH2:54]/[CH:55]=C/C/C=C/C/C=C/CCCCC)=[O:48])COP(OCCN)(O)=O)=[O:48].[CH:68]1[C:73]2[C:74]([O:76][C:77](=[O:78])[C:72]=2[CH:71]=[C:70]2[C:79]([O:81]C(=O)[C:69]=12)=O)=[O:75].[CH3:84][C:85]([N:87](C)C)=O. (2) The reactants are: [C:1]([CH2:3][C:4]([O:6][CH2:7][CH3:8])=[O:5])#[N:2].Br[CH2:10][CH2:11][CH2:12][CH2:13]Br.C(=O)([O-])[O-].[Cs+].[Cs+]. Given the product [CH2:7]([O:6][C:4]([C:3]1([C:1]#[N:2])[CH2:13][CH2:12][CH2:11][CH2:10]1)=[O:5])[CH3:8], predict the reactants needed to synthesize it.